This data is from Experimentally validated miRNA-target interactions with 360,000+ pairs, plus equal number of negative samples. The task is: Binary Classification. Given a miRNA mature sequence and a target amino acid sequence, predict their likelihood of interaction. The miRNA is hsa-miR-5695 with sequence ACUCCAAGAAGAAUCUAGACAG. The protein sequence of the target gene is MASKAKKRAVGNGIQRPLGAPGQREEEEEEEDEVEDEEEDEDDSDEEEDEVDEIVDEEVNIEFEAYSISDNDYGGIKKLLQQLFLKAPVNTAELTNLLMQQNHIGSVIKQTDVSEDSDDEVDEDEIFGFISLLNLTERKGTQCAEQIKELVLSFCEKTCEQSMVEQLDKLLNDTSKPVGLLLSERFINVPPQIALPMHQQLQKELSEARRTNKPCGKCCFYLLISKTFMEAGKSSSRKRQDSLQQGALMFANAEEEFFYEKAILKFSYSVQGESDTRLGGRWSFDDVPMTPLRTVMVIPD.... Result: 0 (no interaction).